Task: Predict which catalyst facilitates the given reaction.. Dataset: Catalyst prediction with 721,799 reactions and 888 catalyst types from USPTO (1) Reactant: [NH2:1][NH2:2].[CH3:3][C:4]1[CH:5]=[C:6]([NH:17][C:18]2[C:27]3[C:22](=[CH:23][CH:24]=[C:25]([CH:28]=O)[CH:26]=3)[N:21]=[CH:20][N:19]=2)[CH:7]=[CH:8][C:9]=1[O:10][C:11]1[CH:16]=[CH:15][CH:14]=[CH:13][CH:12]=1.C(Cl)Cl. Product: [N:1](=[CH:28][C:25]1[CH:26]=[C:27]2[C:22](=[CH:23][CH:24]=1)[N:21]=[CH:20][N:19]=[C:18]2[NH:17][C:6]1[CH:7]=[CH:8][C:9]([O:10][C:11]2[CH:12]=[CH:13][CH:14]=[CH:15][CH:16]=2)=[C:4]([CH3:3])[CH:5]=1)[NH2:2]. The catalyst class is: 41. (2) Reactant: [N:1]([CH2:4][CH2:5][NH:6][C:7]1[CH:8]=[C:9]2[C:14](=[C:15]([Cl:17])[CH:16]=1)[N:13]=[CH:12][C:11]([C:18]#[N:19])=[C:10]2[NH:20][C:21]1[CH:26]=[CH:25][C:24]([F:27])=[C:23]([Cl:28])[CH:22]=1)=[N+:2]=[N-:3].C[Si]([C:33]#[CH:34])(C)C.O=C1O[C@H]([C@H](CO)O)C([O-])=C1O.[Na+]. Product: [Cl:17][C:15]1[CH:16]=[C:7]([NH:6][CH2:5][CH2:4][N:1]2[CH:34]=[CH:33][N:3]=[N:2]2)[CH:8]=[C:9]2[C:14]=1[N:13]=[CH:12][C:11]([C:18]#[N:19])=[C:10]2[NH:20][C:21]1[CH:26]=[CH:25][C:24]([F:27])=[C:23]([Cl:28])[CH:22]=1. The catalyst class is: 3.